This data is from Full USPTO retrosynthesis dataset with 1.9M reactions from patents (1976-2016). The task is: Predict the reactants needed to synthesize the given product. Given the product [ClH:12].[Cl:12][C:7]1[CH:6]=[CH:5][C:4]([N+:1]([O-:3])=[O:2])=[CH:11][C:8]=1[CH2:9][NH:14][CH2:15][CH2:16][SH:17], predict the reactants needed to synthesize it. The reactants are: [N+:1]([C:4]1[CH:5]=[CH:6][C:7]([Cl:12])=[C:8]([CH:11]=1)[CH:9]=O)([O-:3])=[O:2].Cl.[NH2:14][CH2:15][CH2:16][SH:17].C([BH3-])#N.[Na+].C(O)(=O)C.